This data is from Reaction yield outcomes from USPTO patents with 853,638 reactions. The task is: Predict the reaction yield, written as a fraction of the theoretical maximum amount of product (1.0 means a 100% yield; for example, 0.34 means a 34% yield). (1) The reactants are Cl[C:2]1[N:3]=[C:4]([N:16]2[CH2:21][CH2:20][O:19][CH2:18][CH2:17]2)[C:5]2[CH2:10][N:9]([C:11]([O:13][CH2:14][CH3:15])=[O:12])[CH2:8][C:6]=2[N:7]=1.[F:22][C:23]1[CH:24]=[C:25]([NH:38][C:39]([NH:41][CH2:42][CH2:43][OH:44])=[O:40])[CH:26]=[CH:27][C:28]=1B1OC(C)(C)C(C)(C)O1. The catalyst is ClCCl.C1C=CC(P(C2C=CC=CC=2)[C-]2C=CC=C2)=CC=1.C1C=CC(P(C2C=CC=CC=2)[C-]2C=CC=C2)=CC=1.Cl[Pd]Cl.[Fe+2]. The product is [F:22][C:23]1[CH:24]=[C:25]([NH:38][C:39]([NH:41][CH2:42][CH2:43][OH:44])=[O:40])[CH:26]=[CH:27][C:28]=1[C:2]1[N:3]=[C:4]([N:16]2[CH2:21][CH2:20][O:19][CH2:18][CH2:17]2)[C:5]2[CH2:10][N:9]([C:11]([O:13][CH2:14][CH3:15])=[O:12])[CH2:8][C:6]=2[N:7]=1. The yield is 0.500. (2) The reactants are [Br:1][C:2]1[CH:7]=[C:6]([CH:8]([C:11]2[CH:16]=[CH:15][CH:14]=[CH:13][CH:12]=2)[CH:9]=[CH2:10])[C:5]([OH:17])=[C:4]([N+:18]([O-:20])=[O:19])[CH:3]=1.C(=O)([O-])[O-].[K+].[K+].I[CH2:28][CH2:29][CH3:30]. The yield is 0.950. The product is [CH2:30]([O:17][C:5]1[C:6]([CH:8]([C:11]2[CH:16]=[CH:15][CH:14]=[CH:13][CH:12]=2)[CH:9]=[CH2:10])=[CH:7][C:2]([Br:1])=[CH:3][C:4]=1[N+:18]([O-:20])=[O:19])[CH:29]=[CH2:28]. The catalyst is CN(C=O)C.